Dataset: Full USPTO retrosynthesis dataset with 1.9M reactions from patents (1976-2016). Task: Predict the reactants needed to synthesize the given product. (1) Given the product [P:6]([O:5][C:1]([CH3:4])([CH3:3])[CH3:2])([O:8][C:9]([CH3:12])([CH3:11])[CH3:10])([O:13][CH2:61][C:54]1[CH:55]=[C:56]([F:60])[C:57]([F:59])=[CH:58][C:53]=1[C:37]1[CH:38]=[C:39]2[C:34](=[CH:35][CH:36]=1)[N:33]=[C:32]([NH2:31])[N:41]=[C:40]2[C:42]([N:44]1[CH2:45][C:46]2[C:51](=[CH:50][CH:49]=[CH:48][CH:47]=2)[CH2:52]1)=[O:43])=[O:7], predict the reactants needed to synthesize it. The reactants are: [C:1]([O:5][P:6]([O-:13])([O:8][C:9]([CH3:12])([CH3:11])[CH3:10])=[O:7])([CH3:4])([CH3:3])[CH3:2].C([N+](CCCC)(CCCC)CCCC)CCC.[NH2:31][C:32]1[N:41]=[C:40]([C:42]([N:44]2[CH2:52][C:51]3[C:46](=[CH:47][CH:48]=[CH:49][CH:50]=3)[CH2:45]2)=[O:43])[C:39]2[C:34](=[CH:35][CH:36]=[C:37]([C:53]3[CH:58]=[C:57]([F:59])[C:56]([F:60])=[CH:55][C:54]=3[CH2:61]Cl)[CH:38]=2)[N:33]=1. (2) Given the product [C:1]([C:3]1([NH:6][C:7]([C@@H:9]2[CH2:14][CH2:13][CH2:12][CH2:11][C@H:10]2[C:15]([N:17]2[CH2:30][CH2:29][C:20]3[NH:21][C:22]4[C:23]([O:28][CH2:32][CH2:33][CH3:34])=[CH:24][CH:25]=[CH:26][C:27]=4[C:19]=3[CH2:18]2)=[O:16])=[O:8])[CH2:5][CH2:4]1)#[N:2], predict the reactants needed to synthesize it. The reactants are: [C:1]([C:3]1([NH:6][C:7]([C@@H:9]2[CH2:14][CH2:13][CH2:12][CH2:11][C@H:10]2[C:15]([N:17]2[CH2:30][CH2:29][C:20]3[NH:21][C:22]4[C:23]([OH:28])=[CH:24][CH:25]=[CH:26][C:27]=4[C:19]=3[CH2:18]2)=[O:16])=[O:8])[CH2:5][CH2:4]1)#[N:2].Br[CH2:32][CH2:33][CH3:34].C(=O)([O-])[O-].[K+].[K+]. (3) Given the product [CH2:9]([O:8][C:6](=[O:7])[NH:5][C@H:4]([CH2:16][NH:17][S:18]([CH3:21])(=[O:20])=[O:19])[CH2:3][OH:2])[C:10]1[CH:11]=[CH:12][CH:13]=[CH:14][CH:15]=1, predict the reactants needed to synthesize it. The reactants are: C[O:2][C:3](=O)[C@@H:4]([CH2:16][NH:17][S:18]([CH3:21])(=[O:20])=[O:19])[NH:5][C:6]([O:8][CH2:9][C:10]1[CH:15]=[CH:14][CH:13]=[CH:12][CH:11]=1)=[O:7].C1COCC1.[Cl-].[Li+].[BH4-].[Na+]. (4) The reactants are: [N:1]1([C:7]2[CH:8]=[CH:9][C:10]3[N:11]([C:13]([C:16]([F:19])([F:18])[F:17])=[N:14][N:15]=3)[N:12]=2)[CH2:6][CH2:5][NH:4][CH2:3][CH2:2]1.[O:20]([C:27]1[N:32]=[CH:31][C:30]([CH:33]=O)=[CH:29][CH:28]=1)[C:21]1[CH:26]=[CH:25][CH:24]=[CH:23][CH:22]=1. Given the product [O:20]([C:27]1[N:32]=[CH:31][C:30]([CH2:33][N:4]2[CH2:3][CH2:2][N:1]([C:7]3[CH:8]=[CH:9][C:10]4[N:11]([C:13]([C:16]([F:17])([F:18])[F:19])=[N:14][N:15]=4)[N:12]=3)[CH2:6][CH2:5]2)=[CH:29][CH:28]=1)[C:21]1[CH:22]=[CH:23][CH:24]=[CH:25][CH:26]=1, predict the reactants needed to synthesize it. (5) Given the product [CH2:13]([CH:12]([CH:23]([CH2:24][CH2:25][CH2:26][CH2:27][CH2:28][CH2:29][CH2:30][CH2:31][CH2:32][CH3:33])[CH2:34][CH2:35][CH2:36][CH2:37][CH2:38][CH2:39][CH2:40][CH2:41][NH:42][C:43]([NH:45][C:46]1[NH:47][C:48]([CH2:53][CH2:54][CH2:55][CH2:56][CH2:57][CH2:58][CH2:59][CH2:60][CH2:61][CH2:62][CH2:63][CH2:64][CH2:65][CH2:66][CH3:67])=[CH:49][C:50](=[O:52])[N:51]=1)=[O:44])[CH2:11][CH2:10][CH2:9][CH2:8][CH2:7][CH2:6][CH2:5][CH2:4][NH:1][C:2]([NH:45][C:46]1[NH:47][C:48]([CH2:53][CH2:54][CH2:55][CH2:56][CH2:57][CH2:58][CH2:59][CH2:60][CH2:61][CH2:62][CH2:63][CH2:64][CH2:65][CH2:66][CH3:67])=[CH:49][C:50](=[O:52])[N:51]=1)=[O:3])[CH2:14][CH2:15][CH2:16][CH2:17][CH2:18][CH2:19][CH2:20][CH2:21][CH3:22], predict the reactants needed to synthesize it. The reactants are: [N:1]([CH2:4][CH2:5][CH2:6][CH2:7][CH2:8][CH2:9][CH2:10][CH2:11][CH:12]([CH:23]([CH2:34][CH2:35][CH2:36][CH2:37][CH2:38][CH2:39][CH2:40][CH2:41][N:42]=[C:43]=[O:44])[CH2:24][CH2:25][CH2:26][CH2:27][CH2:28][CH2:29][CH2:30][CH2:31][CH2:32][CH3:33])[CH2:13][CH2:14][CH2:15][CH2:16][CH2:17][CH2:18][CH2:19][CH2:20][CH2:21][CH3:22])=[C:2]=[O:3].[NH2:45][C:46]1[NH:47][C:48]([CH2:53][CH2:54][CH2:55][CH2:56][CH2:57][CH2:58][CH2:59][CH2:60][CH2:61][CH2:62][CH2:63][CH2:64][CH2:65][CH2:66][CH3:67])=[CH:49][C:50](=[O:52])[N:51]=1. (6) Given the product [CH3:10][N:9]([C:8]1[C:4]([Cl:3])=[N:5][N:6]([C:11]2[CH:12]=[N:13][CH:14]=[CH:15][CH:16]=2)[CH:7]=1)[S:26]([CH:25]=[CH2:24])(=[O:28])=[O:27], predict the reactants needed to synthesize it. The reactants are: Cl.Cl.[Cl:3][C:4]1[C:8]([NH:9][CH3:10])=[CH:7][N:6]([C:11]2[CH:12]=[N:13][CH:14]=[CH:15][CH:16]=2)[N:5]=1.N1C=CC=CC=1.Cl[CH2:24][CH2:25][S:26](Cl)(=[O:28])=[O:27].O. (7) Given the product [NH2:7][C:8]1[O:9][CH2:10][CH2:11][C@:12]([C:15]2[CH:20]=[C:19]([NH:21][C:36]([C:31]3[C:30]([C:24]4[CH:29]=[CH:28][CH:27]=[CH:26][CH:25]=4)=[CH:35][CH:34]=[CH:33][N:32]=3)=[O:37])[CH:18]=[CH:17][C:16]=2[F:22])([CH3:14])[N:13]=1, predict the reactants needed to synthesize it. The reactants are: C(OC(=O)[NH:7][C:8]1[O:9][CH2:10][CH2:11][C@:12]([C:15]2[CH:20]=[C:19]([NH2:21])[CH:18]=[CH:17][C:16]=2[F:22])([CH3:14])[N:13]=1)(C)(C)C.[C:24]1([C:30]2[C:31]([C:36](O)=[O:37])=[N:32][CH:33]=[CH:34][CH:35]=2)[CH:29]=[CH:28][CH:27]=[CH:26][CH:25]=1. (8) Given the product [CH3:30][O:29][C:24](=[O:28])/[C:25](/[CH3:27])=[CH:26]/[C:2]1[CH:23]=[CH:22][C:5]2[C:6]3[N:7]([CH2:8][CH2:9][O:10][C:4]=2[CH:3]=1)[CH:11]=[C:12]([C:14]1[N:18]([CH:19]([CH3:21])[CH3:20])[N:17]=[CH:16][N:15]=1)[N:13]=3, predict the reactants needed to synthesize it. The reactants are: Br[C:2]1[CH:23]=[CH:22][C:5]2[C:6]3[N:7]([CH:11]=[C:12]([C:14]4[N:18]([CH:19]([CH3:21])[CH3:20])[N:17]=[CH:16][N:15]=4)[N:13]=3)[CH2:8][CH2:9][O:10][C:4]=2[CH:3]=1.[C:24]([O:29][CH3:30])(=[O:28])[C:25]([CH3:27])=[CH2:26].C(N(CC)CC)C.C1(C)C=CC=CC=1P(C1C=CC=CC=1C)C1C=CC=CC=1C. (9) Given the product [OH:26][C:24]([CH3:27])([CH3:25])[CH2:23][O:22][C:21]1[CH:28]=[CH:29][C:18]([N:12]2[CH:13]=[CH:14][N:15]=[C:10]([S:9][CH2:8][CH2:7][C:2]3[CH:3]=[CH:4][CH:5]=[CH:6][N:1]=3)[C:11]2=[O:16])=[CH:19][C:20]=1[CH3:30], predict the reactants needed to synthesize it. The reactants are: [N:1]1[CH:6]=[CH:5][CH:4]=[CH:3][C:2]=1[CH2:7][CH2:8][S:9][C:10]1[C:11](=[O:16])[NH:12][CH:13]=[CH:14][N:15]=1.Br[C:18]1[CH:29]=[CH:28][C:21]([O:22][CH2:23][C:24]([CH3:27])([OH:26])[CH3:25])=[C:20]([CH3:30])[CH:19]=1.CNCCNC.[O-]P([O-])([O-])=O.[K+].[K+].[K+].